From a dataset of Full USPTO retrosynthesis dataset with 1.9M reactions from patents (1976-2016). Predict the reactants needed to synthesize the given product. (1) Given the product [CH3:7][C:6]1[O:5][C:4]([C:8]([O:10][CH3:11])=[O:9])=[CH:3][C:2]=1[C:18]1[CH:17]=[CH:16][CH:15]=[C:14]([C:13]([F:24])([F:23])[F:12])[CH:19]=1, predict the reactants needed to synthesize it. The reactants are: Br[C:2]1[CH:3]=[C:4]([C:8]([O:10][CH3:11])=[O:9])[O:5][C:6]=1[CH3:7].[F:12][C:13]([F:24])([F:23])[C:14]1[CH:15]=[C:16](B(O)O)[CH:17]=[CH:18][CH:19]=1.C(=O)([O-])[O-].[Cs+].[Cs+]. (2) Given the product [F:50][C:51]1[CH:56]=[CH:55][C:54]([N:16]2[CH2:17][CH2:18][CH:13]([CH2:12][C:3]3[N:2]([CH3:6])[C:49]4[C:44]([CH3:25])=[CH:45][CH:46]=[CH:47][C:48]=4[N:4]=3)[CH2:14][CH2:15]2)=[CH:53][CH:52]=1, predict the reactants needed to synthesize it. The reactants are: Br[N:2]1[C:6]2C(Cl)=CC=CC=2[N:4]=[C:3]1[CH2:12][CH:13]1[CH2:18][CH2:17][NH:16][CH2:15][CH2:14]1.C([O-])([O-])=O.[Cs+].[Cs+].[C:25]1([C:44]2[CH:49]=[CH:48][CH:47]=[CH:46][CH:45]=2)C=CC=CC=1P(C1CCCCC1)C1CCCCC1.[F:50][C:51]1[CH:56]=[CH:55][C:54](I)=[CH:53][CH:52]=1. (3) Given the product [CH3:15][O:16][C:17]1[CH:18]=[C:19]([CH:20]=[C:21]([N+:23]([O-:25])=[O:24])[CH:22]=1)[O:26][CH2:28][CH2:29][O:30][CH2:31][CH2:32][O:33][CH2:34][CH2:35][C:36]([O:38][C:39]([CH3:40])([CH3:42])[CH3:41])=[O:37], predict the reactants needed to synthesize it. The reactants are: CC(OC(/N=N/C(OC(C)C)=O)=O)C.[CH3:15][O:16][C:17]1[CH:18]=[C:19]([OH:26])[CH:20]=[C:21]([N+:23]([O-:25])=[O:24])[CH:22]=1.O[CH2:28][CH2:29][O:30][CH2:31][CH2:32][O:33][CH2:34][CH2:35][C:36]([O:38][C:39]([CH3:42])([CH3:41])[CH3:40])=[O:37].C1(P(C2C=CC=CC=2)C2C=CC=CC=2)C=CC=CC=1. (4) Given the product [CH3:30][C:31]1[CH:32]=[C:33]([C:2]2[CH:3]=[C:4]([NH:14][C:15](=[O:22])[C:16]3[CH:21]=[CH:20][CH:19]=[N:18][CH:17]=3)[CH:5]=[N:6][C:7]=2[O:8][CH2:9][C:10]([F:13])([F:12])[F:11])[CH:34]=[CH:35][C:36]=1[CH3:37], predict the reactants needed to synthesize it. The reactants are: Br[C:2]1[CH:3]=[C:4]([NH:14][C:15](=[O:22])[C:16]2[CH:21]=[CH:20][CH:19]=[N:18][CH:17]=2)[CH:5]=[N:6][C:7]=1[O:8][CH2:9][C:10]([F:13])([F:12])[F:11].C1(C)C=CC=CC=1.[CH3:30][C:31]1[CH:32]=[C:33](B(O)O)[CH:34]=[CH:35][C:36]=1[CH3:37].C(=O)([O-])[O-].[Na+].[Na+]. (5) The reactants are: [Cl:1][C:2]1[CH:9]=[C:8]([OH:10])[CH:7]=[C:6]([Cl:11])[C:3]=1[CH:4]=[O:5].Cl[CH2:13][C:14]([N:16]([CH3:18])[CH3:17])=[O:15].O.CCOC(C)=O. Given the product [Cl:1][C:2]1[CH:9]=[C:8]([CH:7]=[C:6]([Cl:11])[C:3]=1[CH:4]=[O:5])[O:10][CH2:13][C:14]([N:16]([CH3:18])[CH3:17])=[O:15], predict the reactants needed to synthesize it.